Task: Predict the product of the given reaction.. Dataset: Forward reaction prediction with 1.9M reactions from USPTO patents (1976-2016) (1) Given the reactants C[O:2][C:3]1[CH:8]=[CH:7][CH:6]=[C:5]([S:9][CH3:10])[CH:4]=1.O, predict the reaction product. The product is: [CH3:10][S:9][C:5]1[CH:4]=[C:3]([OH:2])[CH:8]=[CH:7][CH:6]=1. (2) Given the reactants C([O-])([O-])=O.[Na+].[Na+].[C:7]([N:11]1[CH:15]=[CH:14][CH:13]=[N:12]1)([CH3:10])([CH3:9])[CH3:8].[Br:16]Br, predict the reaction product. The product is: [Br:16][C:14]1[CH:13]=[N:12][N:11]([C:7]([CH3:10])([CH3:9])[CH3:8])[CH:15]=1.